Dataset: Forward reaction prediction with 1.9M reactions from USPTO patents (1976-2016). Task: Predict the product of the given reaction. (1) Given the reactants C[CH:2](/[CH:4]=[CH:5]/[CH2:6][CH2:7][CH2:8][CH2:9][C:10](NCC1C=CC(O)=C(OC)C=1)=[O:11])C, predict the reaction product. The product is: [OH2:11].[CH2:10]([OH:11])[CH2:9][CH2:8][CH2:7][CH2:6][CH2:5][CH2:4][CH3:2]. (2) Given the reactants [C:1]1([C@@H:7]2[CH:11]=[C:10](OS(C(F)(F)F)(=O)=O)[CH2:9][N:8]2[C:20]([O:22][C:23]([CH3:26])([CH3:25])[CH3:24])=[O:21])[CH:6]=[CH:5][CH:4]=[CH:3][CH:2]=1.[CH:27]1([Mg]Br)[CH2:29][CH2:28]1, predict the reaction product. The product is: [CH:27]1([C:10]2[CH2:9][N:8]([C:20]([O:22][C:23]([CH3:26])([CH3:25])[CH3:24])=[O:21])[C@H:7]([C:1]3[CH:6]=[CH:5][CH:4]=[CH:3][CH:2]=3)[CH:11]=2)[CH2:29][CH2:28]1. (3) Given the reactants [H-].[Na+].[F:3][C:4]1[CH:10]=[CH:9][CH:8]=[C:7]([F:11])[C:5]=1[NH2:6].C1COCC1.Br[C:18]1[C:19]2[N:20]([CH:25]=[CH:26][N:27]=2)[N:21]=[C:22]([Cl:24])[CH:23]=1, predict the reaction product. The product is: [Cl:24][C:22]1[CH:23]=[C:18]([NH:6][C:5]2[C:4]([F:3])=[CH:10][CH:9]=[CH:8][C:7]=2[F:11])[C:19]2[N:20]([CH:25]=[CH:26][N:27]=2)[N:21]=1. (4) Given the reactants CO[C:3](=[O:13])[CH2:4][NH:5][C:6]([O:8][C:9]([CH3:12])([CH3:11])[CH3:10])=[O:7].[C:14]([O:18][CH2:19][CH3:20])(=[O:17])[CH:15]=[CH2:16].CC([O-])(C)C.[K+], predict the reaction product. The product is: [CH2:19]([O:18][C:14]([CH:15]1[C:3](=[O:13])[CH2:4][N:5]([C:6]([O:8][C:9]([CH3:10])([CH3:11])[CH3:12])=[O:7])[CH2:16]1)=[O:17])[CH3:20]. (5) Given the reactants [CH2:1]1[O:12][CH:4]([C:5]2[CH:10]=[CH:9][CH:8]=[C:7]([NH2:11])[CH:6]=2)[O:3][CH2:2]1.[Cl:13][C:14]1[CH:22]=[CH:21][C:17]([C:18](Cl)=[O:19])=[CH:16][CH:15]=1, predict the reaction product. The product is: [Cl:13][C:14]1[CH:22]=[CH:21][C:17]([C:18]([NH:11][C:7]2[CH:8]=[CH:9][CH:10]=[C:5]([CH:4]3[O:3][CH2:2][CH2:1][O:12]3)[CH:6]=2)=[O:19])=[CH:16][CH:15]=1. (6) The product is: [CH3:21][N:22]1[C:5]2[C:6]([N+:10]([O-:12])=[O:11])=[CH:7][CH:8]=[CH:9][C:4]=2[C:3](=[O:14])[NH:25][CH2:24][CH2:23]1. Given the reactants CO[C:3](=[O:14])[C:4]1[CH:9]=[CH:8][CH:7]=[C:6]([N+:10]([O-:12])=[O:11])[C:5]=1Cl.C([O-])([O-])=O.[Na+].[Na+].[CH3:21][NH:22][CH2:23][CH2:24][NH2:25], predict the reaction product.